Dataset: Full USPTO retrosynthesis dataset with 1.9M reactions from patents (1976-2016). Task: Predict the reactants needed to synthesize the given product. (1) Given the product [OH:11][C:5]1[CH:4]=[CH:3][C:2]([NH:1][CH2:23][CH2:22][CH2:21][C:18]2[CH:19]=[CH:20][C:15]([N+:12]([O-:14])=[O:13])=[CH:16][CH:17]=2)=[CH:10][C:6]=1[C:7]([OH:9])=[O:8], predict the reactants needed to synthesize it. The reactants are: [NH2:1][C:2]1[CH:10]=[C:6]([C:7]([OH:9])=[O:8])[C:5]([OH:11])=[CH:4][CH:3]=1.[N+:12]([C:15]1[CH:20]=[CH:19][C:18]([CH2:21][CH2:22][CH2:23]Br)=[CH:17][CH:16]=1)([O-:14])=[O:13]. (2) Given the product [CH2:1]([N:8]1[C:16]2[C:11](=[CH:12][C:13]([C:17]([OH:26])([C:18]([F:19])([F:20])[F:21])[C:22]([F:25])([F:23])[F:24])=[CH:14][CH:15]=2)[C:10]([Cl:35])=[C:9]1[CH3:27])[C:2]1[CH:3]=[CH:4][CH:5]=[CH:6][CH:7]=1, predict the reactants needed to synthesize it. The reactants are: [CH2:1]([N:8]1[C:16]2[C:11](=[CH:12][C:13]([C:17]([OH:26])([C:22]([F:25])([F:24])[F:23])[C:18]([F:21])([F:20])[F:19])=[CH:14][CH:15]=2)[CH:10]=[C:9]1[CH3:27])[C:2]1[CH:7]=[CH:6][CH:5]=[CH:4][CH:3]=1.C1C(=O)N([Cl:35])C(=O)C1.[NH4+].[Cl-].CCOCC. (3) Given the product [CH3:1][N:32]1[C:33]2[C:29](=[CH:28][CH:27]=[CH:26][C:25]=2[C:22]2[N:21]=[C:20]([C:12]3[CH:13]=[N:14][C:15]([O:16][CH:17]([CH3:19])[CH3:18])=[C:10]([CH3:9])[CH:11]=3)[O:24][N:23]=2)[C:30]([CH2:34][CH2:35][C:36]([OH:38])=[O:37])=[CH:31]1, predict the reactants needed to synthesize it. The reactants are: [CH2:1]1N2CCN(CC2)C1.[CH3:9][C:10]1[CH:11]=[C:12]([C:20]2[O:24][N:23]=[C:22]([C:25]3[CH:26]=[CH:27][CH:28]=[C:29]4[C:33]=3[NH:32][CH:31]=[C:30]4[CH2:34][CH2:35][C:36]([O:38]CC)=[O:37])[N:21]=2)[CH:13]=[N:14][C:15]=1[O:16][CH:17]([CH3:19])[CH3:18]. (4) Given the product [CH3:1][S:2]([N:5]1[CH2:10][CH2:9][N:8]([C:11]([O:12][N:13]2[C:17](=[O:18])[CH2:16][CH2:15][C:14]2=[O:19])=[O:20])[CH2:7][CH2:6]1)(=[O:4])=[O:3], predict the reactants needed to synthesize it. The reactants are: [CH3:1][S:2]([N:5]1[CH2:10][CH2:9][NH:8][CH2:7][CH2:6]1)(=[O:4])=[O:3].[C:11](=O)([O:20]N1C(=O)CCC1=O)[O:12][N:13]1[C:17](=[O:18])[CH2:16][CH2:15][C:14]1=[O:19]. (5) Given the product [CH2:1]([C@H:8]1[CH2:12][O:11][C:10](=[O:13])[N:9]1[C:14](=[O:27])[CH2:15][CH2:16][CH2:17][C@@H:18]([C:20]1[CH:25]=[CH:24][C:23]([F:26])=[CH:22][CH:21]=1)[OH:19])[C:2]1[CH:3]=[CH:4][CH:5]=[CH:6][CH:7]=1, predict the reactants needed to synthesize it. The reactants are: [CH2:1]([C@H:8]1[CH2:12][O:11][C:10](=[O:13])[N:9]1[C:14](=[O:27])[CH2:15][CH2:16][CH2:17][C:18]([C:20]1[CH:25]=[CH:24][C:23]([F:26])=[CH:22][CH:21]=1)=[O:19])[C:2]1[CH:7]=[CH:6][CH:5]=[CH:4][CH:3]=1.CB1N2CCC[C@@H]2C(C2C=CC=CC=2)(C2C=CC=CC=2)O1.CO.OO.S(=O)(=O)(O)O. (6) Given the product [F:1][C:2]1[CH:22]=[CH:21][C:5]([O:6][C:7]2[CH:20]=[CH:19][C:10]([CH2:11][O:12][CH:13]3[CH2:18][CH2:17][CH2:16][N:15]([C:31]4[CH:32]=[C:27]([CH:28]=[CH:29][CH:30]=4)[C:25]([O:24][CH3:23])=[O:26])[CH2:14]3)=[CH:9][CH:8]=2)=[CH:4][CH:3]=1, predict the reactants needed to synthesize it. The reactants are: [F:1][C:2]1[CH:22]=[CH:21][C:5]([O:6][C:7]2[CH:20]=[CH:19][C:10]([CH2:11][O:12][CH:13]3[CH2:18][CH2:17][CH2:16][NH:15][CH2:14]3)=[CH:9][CH:8]=2)=[CH:4][CH:3]=1.[CH3:23][O:24][C:25]([C:27]1[CH:28]=[C:29](OB(O)O)[CH:30]=[CH:31][CH:32]=1)=[O:26]. (7) Given the product [Cl:34][C:30]1[C:29]([CH3:35])=[C:28]([N:17]([S:18]([C:21]2[CH:22]=[CH:23][C:24]([CH3:27])=[CH:25][CH:26]=2)(=[O:19])=[O:20])[CH2:16][C:15]([NH:14][CH2:13][C:12]2[CH:37]=[CH:38][C:9]([OH:8])=[CH:10][CH:11]=2)=[O:36])[CH:33]=[CH:32][CH:31]=1, predict the reactants needed to synthesize it. The reactants are: C([O:8][C:9]1[CH:38]=[CH:37][C:12]([CH2:13][NH:14][C:15](=[O:36])[CH2:16][N:17]([C:28]2[CH:33]=[CH:32][CH:31]=[C:30]([Cl:34])[C:29]=2[CH3:35])[S:18]([C:21]2[CH:26]=[CH:25][C:24]([CH3:27])=[CH:23][CH:22]=2)(=[O:20])=[O:19])=[CH:11][CH:10]=1)C1C=CC=CC=1. (8) Given the product [C:25]([C:27]1([C:30]2[CH:31]=[C:32]([CH:36]=[CH:37][CH:38]=2)[C:33]([NH:1][C:2]2[CH:24]=[CH:23][CH:22]=[C:4]([O:5][C:6]3[CH:7]=[CH:8][C:9]4[N:13]=[C:12]([NH:14][C:15]([CH:17]5[CH2:19][CH2:18]5)=[O:16])[N:11]([CH3:20])[C:10]=4[CH:21]=3)[CH:3]=2)=[O:34])[CH2:28][CH2:29]1)#[N:26], predict the reactants needed to synthesize it. The reactants are: [NH2:1][C:2]1[CH:3]=[C:4]([CH:22]=[CH:23][CH:24]=1)[O:5][C:6]1[CH:7]=[CH:8][C:9]2[N:13]=[C:12]([NH:14][C:15]([CH:17]3[CH2:19][CH2:18]3)=[O:16])[N:11]([CH3:20])[C:10]=2[CH:21]=1.[C:25]([C:27]1([C:30]2[CH:31]=[C:32]([CH:36]=[CH:37][CH:38]=2)[C:33](O)=[O:34])[CH2:29][CH2:28]1)#[N:26].Cl.C(N=C=NCCCN(C)C)C. (9) Given the product [NH2:34][C:35]1[C:43]2[C:38](=[CH:39][CH:40]=[C:41]([NH:44][C:45]([C:47]3[N:48]=[C:49]([C:56]4[CH:61]=[CH:60][CH:59]=[CH:58][CH:57]=4)[O:50][C:51]=3[C:52]([F:55])([F:54])[F:53])=[O:46])[CH:42]=2)[N:37]([CH2:62][CH3:63])[N:36]=1, predict the reactants needed to synthesize it. The reactants are: C1(C2OC(C(F)(F)F)=C(C(O)=O)N=2)C=CC=CC=1.C(N1C2C(=CC([N+]([O-])=O)=CC=2)C(N)=N1)C.[NH2:34][C:35]1[C:43]2[C:38](=[CH:39][CH:40]=[C:41]([NH:44][C:45]([C:47]3[N:48]=[C:49]([C:56]4[CH:61]=[CH:60][CH:59]=[CH:58][CH:57]=4)[O:50][C:51]=3[C:52]([F:55])([F:54])[F:53])=[O:46])[CH:42]=2)[N:37]([CH2:62][CH2:63]C)[N:36]=1.